This data is from Peptide-MHC class I binding affinity with 185,985 pairs from IEDB/IMGT. The task is: Regression. Given a peptide amino acid sequence and an MHC pseudo amino acid sequence, predict their binding affinity value. This is MHC class I binding data. (1) The peptide sequence is FPVKPQVPLR. The MHC is HLA-A23:01 with pseudo-sequence HLA-A23:01. The binding affinity (normalized) is 0. (2) The peptide sequence is ILARRPTPKK. The MHC is HLA-A31:01 with pseudo-sequence HLA-A31:01. The binding affinity (normalized) is 0.0937. (3) The peptide sequence is AMAETGCDA. The MHC is HLA-B15:01 with pseudo-sequence HLA-B15:01. The binding affinity (normalized) is 0.400. (4) The peptide sequence is LNQTVYSLV. The MHC is HLA-A02:01 with pseudo-sequence HLA-A02:01. The binding affinity (normalized) is 0.156.